Dataset: Full USPTO retrosynthesis dataset with 1.9M reactions from patents (1976-2016). Task: Predict the reactants needed to synthesize the given product. (1) Given the product [Br:19][CH2:11][C:9]1[CH:8]=[CH:7][C:3]([C:4]([OH:6])=[O:5])=[C:2]([F:1])[CH:10]=1, predict the reactants needed to synthesize it. The reactants are: [F:1][C:2]1[CH:10]=[C:9]([CH3:11])[CH:8]=[CH:7][C:3]=1[C:4]([OH:6])=[O:5].C1C(=O)N([Br:19])C(=O)C1. (2) Given the product [NH2:18][C:10]1[C:11]2[C:12](=[CH:13][N:14]=[CH:15][CH:16]=2)[S:17][C:9]=1[C:7]([N:1]1[CH2:2][CH2:3][O:4][CH2:5][CH2:6]1)=[O:8], predict the reactants needed to synthesize it. The reactants are: [N:1]1([C:7]([C:9]2[S:17][C:12]3=[CH:13][N:14]=[CH:15][CH:16]=[C:11]3[C:10]=2[NH:18]C(=O)OC(C)(C)C)=[O:8])[CH2:6][CH2:5][O:4][CH2:3][CH2:2]1.C(O)(C(F)(F)F)=O. (3) Given the product [CH3:1][O:2][C:3](=[O:17])[C:4]1[CH:5]=[C:6]([OH:16])[C:7]([Br:15])=[C:8]([OH:10])[C:9]=1[CH2:5][C:4]([CH3:9])=[CH2:3], predict the reactants needed to synthesize it. The reactants are: [CH3:1][O:2][C:3](=[O:17])[C:4]1[CH:9]=[C:8]([O:10]CC(C)=C)[C:7]([Br:15])=[C:6]([OH:16])[CH:5]=1. (4) Given the product [F:1][C:2]([F:18])([F:19])[C:3]1[CH:4]=[C:5]([O:9][C:10]2[CH:17]=[CH:16][C:13]([CH2:14][OH:15])=[CH:12][CH:11]=2)[CH:6]=[CH:7][CH:8]=1, predict the reactants needed to synthesize it. The reactants are: [F:1][C:2]([F:19])([F:18])[C:3]1[CH:4]=[C:5]([O:9][C:10]2[CH:17]=[CH:16][C:13]([CH:14]=[O:15])=[CH:12][CH:11]=2)[CH:6]=[CH:7][CH:8]=1.[BH4-].[Na+]. (5) Given the product [CH2:14]([O:13][C:11]([N:8]1[CH2:9][CH2:10][CH:5]([NH:1][C:2]2[S:3][CH:17]=[C:18]([C:20]3[CH:28]=[CH:27][C:23]([C:24]([OH:26])=[O:25])=[CH:22][CH:21]=3)[N:4]=2)[CH2:6][CH2:7]1)=[O:12])[CH3:15], predict the reactants needed to synthesize it. The reactants are: [NH:1]([CH:5]1[CH2:10][CH2:9][N:8]([C:11]([O:13][CH2:14][CH3:15])=[O:12])[CH2:7][CH2:6]1)[C:2]([NH2:4])=[S:3].Br[CH2:17][C:18]([C:20]1[CH:28]=[CH:27][C:23]([C:24]([OH:26])=[O:25])=[CH:22][CH:21]=1)=O. (6) Given the product [CH3:27][C:22]1([CH3:28])[C:23]([CH3:26])([CH3:25])[O:24][B:20]([C:7]2[CH:12]=[CH:11][C:10]([C:13]3[C:14]([OH:19])=[CH:15][CH:16]=[CH:17][CH:18]=3)=[CH:9][CH:8]=2)[O:21]1, predict the reactants needed to synthesize it. The reactants are: C([O-])(=O)C.[K+].Br[C:7]1[CH:12]=[CH:11][C:10]([C:13]2[C:14]([OH:19])=[CH:15][CH:16]=[CH:17][CH:18]=2)=[CH:9][CH:8]=1.[B:20]1([B:20]2[O:24][C:23]([CH3:26])([CH3:25])[C:22]([CH3:28])([CH3:27])[O:21]2)[O:24][C:23]([CH3:26])([CH3:25])[C:22]([CH3:28])([CH3:27])[O:21]1. (7) Given the product [CH3:29][O:28][C:24]1[C:25]([C:31]2[CH:36]=[CH:35][CH:34]=[CH:33][CH:32]=2)=[CH:26][C:21]([C:19]2[C:20]3[C:15](=[CH:14][CH:13]=[CH:12][C:11]=3[C:3]3[CH:4]=[C:5]([C:2]4[CH:7]=[CH:6][CH:5]=[CH:4][CH:3]=4)[C:6]([O:8][CH3:9])=[CH:7][C:2]=3[CH3:1])[CH:16]=[CH:17][CH:18]=2)=[C:22]([CH3:30])[CH:23]=1, predict the reactants needed to synthesize it. The reactants are: [CH3:1][C:2]1[CH:7]=[C:6]([O:8][CH3:9])[C:5](I)=[CH:4][C:3]=1[C:11]1[C:20]2[C:15](=[CH:16][CH:17]=[CH:18][C:19]=2[C:21]2[CH:26]=[C:25](I)[C:24]([O:28][CH3:29])=[CH:23][C:22]=2[CH3:30])[CH:14]=[CH:13][CH:12]=1.[C:31]1(B(O)O)[CH:36]=[CH:35][CH:34]=[CH:33][CH:32]=1.[O-]P([O-])([O-])=O.[K+].[K+].[K+]. (8) Given the product [NH2:6][C:5]1[CH:7]=[CH:8][C:2]([Br:1])=[CH:3][C:4]=1[C:12]([C:11]1[C:10]([F:9])=[CH:18][CH:17]=[CH:16][C:15]=1[F:19])=[O:13], predict the reactants needed to synthesize it. The reactants are: [Br:1][C:2]1[CH:8]=[CH:7][C:5]([NH2:6])=[CH:4][CH:3]=1.[F:9][C:10]1[CH:18]=[CH:17][CH:16]=[C:15]([F:19])[C:11]=1[C:12](Cl)=[O:13]. (9) Given the product [CH2:1]([NH:8][C:9]1[N:14]2[N:15]=[CH:16][C:17]([C:18]([NH:42][S:39]([CH3:38])(=[O:41])=[O:40])=[O:19])=[C:13]2[N:12]=[CH:11][C:10]=1[C:21]([N:23]1[CH2:24][CH2:25][C:26]2([C:36]3[C:31](=[CH:32][CH:33]=[CH:34][CH:35]=3)[C:30]([CH3:37])=[CH:29]2)[CH2:27][CH2:28]1)=[O:22])[C:2]1[CH:3]=[CH:4][CH:5]=[CH:6][CH:7]=1, predict the reactants needed to synthesize it. The reactants are: [CH2:1]([NH:8][C:9]1[N:14]2[N:15]=[CH:16][C:17]([C:18](O)=[O:19])=[C:13]2[N:12]=[CH:11][C:10]=1[C:21]([N:23]1[CH2:28][CH2:27][C:26]2([C:36]3[C:31](=[CH:32][CH:33]=[CH:34][CH:35]=3)[C:30]([CH3:37])=[CH:29]2)[CH2:25][CH2:24]1)=[O:22])[C:2]1[CH:7]=[CH:6][CH:5]=[CH:4][CH:3]=1.[CH3:38][S:39]([NH2:42])(=[O:41])=[O:40].